From a dataset of Microsomal clearance measurements from AstraZeneca. Regression/Classification. Given a drug SMILES string, predict its absorption, distribution, metabolism, or excretion properties. Task type varies by dataset: regression for continuous measurements (e.g., permeability, clearance, half-life) or binary classification for categorical outcomes (e.g., BBB penetration, CYP inhibition). For this dataset (clearance_microsome_az), we predict log10(clearance) (log10 of the in vitro intrinsic clearance, CLint, in uL/min per mg of human liver microsomal protein, equivalently mL/min/g; values are censored to the assay range of 3 to 150, which is 0.477 to 2.18 on this log10 scale). (1) The drug is CC(=O)Nc1ccc(CNc2[nH]nc3cccc(Oc4ccc(F)cc4)c23)cc1. The log10(clearance) is 1.45. (2) The molecule is Nc1nnc(CCSCCc2nnc(NC(=O)Cc3ccccc3)s2)s1. The log10(clearance) is 1.74. (3) The drug is CCC(=O)N[C@H]1CC[C@@H](C(=O)N(C)c2ccc(-c3nc4ccccc4o3)cc2)C1. The log10(clearance) is 1.04.